From a dataset of NCI-60 drug combinations with 297,098 pairs across 59 cell lines. Regression. Given two drug SMILES strings and cell line genomic features, predict the synergy score measuring deviation from expected non-interaction effect. Drug 1: C1C(C(OC1N2C=C(C(=O)NC2=O)F)CO)O. Drug 2: CCCCC(=O)OCC(=O)C1(CC(C2=C(C1)C(=C3C(=C2O)C(=O)C4=C(C3=O)C=CC=C4OC)O)OC5CC(C(C(O5)C)O)NC(=O)C(F)(F)F)O. Cell line: HOP-92. Synergy scores: CSS=71.0, Synergy_ZIP=-4.73, Synergy_Bliss=-3.34, Synergy_Loewe=-0.765, Synergy_HSA=0.943.